This data is from Reaction yield outcomes from USPTO patents with 853,638 reactions. The task is: Predict the reaction yield, written as a fraction of the theoretical maximum amount of product (1.0 means a 100% yield; for example, 0.34 means a 34% yield). (1) The yield is 0.663. The reactants are [S:1]1[CH:5]=[C:4]([C:6]([O-:8])=O)[N:3]=[C:2]1[C:9]([O:11][CH2:12][CH3:13])=[O:10].[NH2:14][C@H:15]([CH3:31])[CH2:16][N:17]1[CH:21]=[CH:20][C:19]([C:22]2[CH:29]=[CH:28][C:25]([C:26]#[N:27])=[C:24]([Cl:30])[CH:23]=2)=[N:18]1. The product is [Cl:30][C:24]1[CH:23]=[C:22]([C:19]2[CH:20]=[CH:21][N:17]([CH2:16][C@H:15]([NH:14][C:6]([C:4]3[N:3]=[C:2]([C:9]([O:11][CH2:12][CH3:13])=[O:10])[S:1][CH:5]=3)=[O:8])[CH3:31])[N:18]=2)[CH:29]=[CH:28][C:25]=1[C:26]#[N:27]. No catalyst specified. (2) The reactants are [CH3:1][CH:2]1[CH2:7][CH2:6][N:5]([C:8]2[CH:9]=[C:10]([N:17]3[CH2:22][CH2:21][NH:20][CH2:19][CH2:18]3)[CH:11]=[CH:12][C:13]=2[N+:14]([O-:16])=[O:15])[CH2:4][CH2:3]1.[C:23](O[C:23]([O:25][C:26]([CH3:29])([CH3:28])[CH3:27])=[O:24])([O:25][C:26]([CH3:29])([CH3:28])[CH3:27])=[O:24]. The catalyst is C1COCC1.ClCCl. The product is [C:26]([O:25][C:23]([N:20]1[CH2:19][CH2:18][N:17]([C:10]2[CH:11]=[CH:12][C:13]([N+:14]([O-:16])=[O:15])=[C:8]([N:5]3[CH2:6][CH2:7][CH:2]([CH3:1])[CH2:3][CH2:4]3)[CH:9]=2)[CH2:22][CH2:21]1)=[O:24])([CH3:29])([CH3:28])[CH3:27]. The yield is 0.960. (3) The reactants are C[C:2]1(C)[CH2:7][CH2:6][CH2:5][C:4]([CH3:9])(C)[NH:3]1.C([Li])CCC.CCCCCC.[CH:22]([C:24]1[CH:25]=[C:26]2[C:31](=[CH:32][CH:33]=1)/[C:30](=[N:34]/[OH:35])/[CH2:29][CH2:28][CH2:27]2)=[CH2:23].CCN(C(C)C)C(C)C.[Si](Cl)(C)(C)C.[Li]N1C(C)(C)CCCC1(C)C.N1C=CC=CC=1C1[C:71]([C:72]([F:75])([F:74])[F:73])=[C:70]([C:76](OCC)=[O:77])[O:69][N:68]=1. The catalyst is C1COCC1. The product is [N:3]1[CH:2]=[CH:7][CH:6]=[CH:5][C:4]=1[C:9]1[C:71]([C:72]([F:75])([F:74])[F:73])=[C:70]([C:76]2([OH:77])[O:35][N:34]=[C:30]3[C:31]4[C:26]([CH2:27][CH2:28][CH:29]23)=[CH:25][C:24]([CH:22]=[CH2:23])=[CH:33][CH:32]=4)[O:69][N:68]=1. The yield is 0.268. (4) The reactants are [C:1]([O:5][C:6]([NH:8][C:9]1[N:14]=[C:13]([CH2:15][CH2:16][O:17][C:18]2[CH:40]=[CH:39][C:21]([CH2:22][C@@H:23]([C:35]([O:37][CH3:38])=[O:36])[NH:24][C:25]([C:27]3[C:32]([Cl:33])=[CH:31][CH:30]=[CH:29][C:28]=3[Cl:34])=[O:26])=[CH:20][CH:19]=2)[CH:12]=[CH:11][CH:10]=1)=[O:7])([CH3:4])([CH3:3])[CH3:2].[H-].[Na+].Br[CH2:44][CH2:45][O:46][CH3:47]. The catalyst is CN(C=O)C.O. The product is [C:1]([O:5][C:6]([N:8]([CH2:44][CH2:45][O:46][CH3:47])[C:9]1[N:14]=[C:13]([CH2:15][CH2:16][O:17][C:18]2[CH:40]=[CH:39][C:21]([CH2:22][C@@H:23]([C:35]([O:37][CH3:38])=[O:36])[NH:24][C:25]([C:27]3[C:28]([Cl:34])=[CH:29][CH:30]=[CH:31][C:32]=3[Cl:33])=[O:26])=[CH:20][CH:19]=2)[CH:12]=[CH:11][CH:10]=1)=[O:7])([CH3:4])([CH3:2])[CH3:3]. The yield is 0.610. (5) The reactants are [Br:1][C:2]1[CH:3]=[CH:4][C:5]([C:9]2[C:17]3[C:12](=[CH:13][N:14]=[C:15]([C:18]4[CH:19]=[N:20][CH:21]=[CH:22][CH:23]=4)[CH:16]=3)[N:11](COCC[Si](C)(C)C)[N:10]=2)=[N:6][C:7]=1F.[NH:32]1[CH2:36][CH2:35][C@@H:34]([NH:37]C(=O)OC(C)(C)C)[CH2:33]1. No catalyst specified. The product is [Br:1][C:2]1[C:7]([N:32]2[CH2:36][CH2:35][C@@H:34]([NH2:37])[CH2:33]2)=[N:6][C:5]([C:9]2[C:17]3[C:12](=[CH:13][N:14]=[C:15]([C:18]4[CH:19]=[N:20][CH:21]=[CH:22][CH:23]=4)[CH:16]=3)[NH:11][N:10]=2)=[CH:4][CH:3]=1. The yield is 0.340. (6) The reactants are N1C=CN=C1.[OH:6][CH2:7][C@@H:8]([NH:15][C:16](=[O:25])[O:17][CH2:18][C:19]1[CH:24]=[CH:23][CH:22]=[CH:21][CH:20]=1)[C:9]([N:11]([O:13][CH3:14])[CH3:12])=[O:10].[Si:26](Cl)([C:29]([CH3:32])([CH3:31])[CH3:30])([CH3:28])[CH3:27]. The catalyst is CN(C=O)C. The product is [CH3:12][N:11]([C:9](=[O:10])[C@H:8]([NH:15][C:16](=[O:25])[O:17][CH2:18][C:19]1[CH:20]=[CH:21][CH:22]=[CH:23][CH:24]=1)[CH2:7][O:6][Si:26]([CH3:28])([CH3:27])[C:29]([CH3:32])([CH3:31])[CH3:30])[O:13][CH3:14]. The yield is 0.740. (7) The reactants are C([NH:8][C:9]1[C:10]([CH3:27])=[C:11]([CH3:26])[C:12]2[O:16][CH2:15][CH:14]([C:17]3[CH:22]=[CH:21][C:20]([CH3:23])=[CH:19][CH:18]=3)[C:13]=2[C:24]=1[CH3:25])C1C=CC=CC=1. The catalyst is CCCCCC. The product is [CH3:25][C:24]1[C:13]2[CH:14]([C:17]3[CH:22]=[CH:21][C:20]([CH3:23])=[CH:19][CH:18]=3)[CH2:15][O:16][C:12]=2[C:11]([CH3:26])=[C:10]([CH3:27])[C:9]=1[NH2:8]. The yield is 0.910.